Dataset: Forward reaction prediction with 1.9M reactions from USPTO patents (1976-2016). Task: Predict the product of the given reaction. (1) Given the reactants [Cl:1][C:2]1[CH:7]=[CH:6][C:5]([N:8]([CH3:21])[S:9]([C:12]2[CH:20]=[CH:19][C:15]([C:16]([OH:18])=O)=[CH:14][CH:13]=2)(=[O:11])=[O:10])=[CH:4][CH:3]=1.[N:22]1[CH:27]=[CH:26][CH:25]=[CH:24][C:23]=1[C:28]1[N:29]=[C:30]([NH2:33])[S:31][CH:32]=1, predict the reaction product. The product is: [Cl:1][C:2]1[CH:3]=[CH:4][C:5]([N:8]([CH3:21])[S:9]([C:12]2[CH:13]=[CH:14][C:15]([C:16]([NH:33][C:30]3[S:31][CH:32]=[C:28]([C:23]4[CH:24]=[CH:25][CH:26]=[CH:27][N:22]=4)[N:29]=3)=[O:18])=[CH:19][CH:20]=2)(=[O:10])=[O:11])=[CH:6][CH:7]=1. (2) Given the reactants [F:1][C:2]1[CH:3]=[C:4]([C:8]2[CH:9]=[C:10]3[C:14](=[C:15]([C:17]([NH2:19])=[O:18])[CH:16]=2)[NH:13][N:12]=[C:11]3[CH:20]2[CH2:25][CH2:24][NH:23][CH2:22][CH2:21]2)[CH:5]=[CH:6][CH:7]=1.Cl[CH2:27][CH2:28][S:29](Cl)(=[O:31])=[O:30].[CH2:33]([N:35](CC)[CH2:36][CH3:37])[CH3:34].C([O-])([O-])=O.[K+].[K+].C(NCC)C, predict the reaction product. The product is: [CH2:33]([N:35]([CH2:36][CH3:37])[CH2:27][CH2:28][S:29]([N:23]1[CH2:24][CH2:25][CH:20]([C:11]2[C:10]3[C:14](=[C:15]([C:17]([NH2:19])=[O:18])[CH:16]=[C:8]([C:4]4[CH:5]=[CH:6][CH:7]=[C:2]([F:1])[CH:3]=4)[CH:9]=3)[NH:13][N:12]=2)[CH2:21][CH2:22]1)(=[O:31])=[O:30])[CH3:34]. (3) Given the reactants [NH2:1][C:2]1[C:3]([C:26]#[N:27])=[C:4]([CH:23]=[CH:24][CH:25]=1)[O:5][CH2:6][CH:7]1[CH2:12][CH2:11][CH2:10][CH2:9][N:8]1C(OCC1C=CC=CC=1)=O.O=[C:29]([CH3:36])[CH2:30][C:31]([O:33][CH2:34][CH3:35])=[O:32], predict the reaction product. The product is: [CH2:34]([O:33][C:31]([C:30]1[C:29]([CH3:36])=[N:1][C:2]2[C:3]([C:26]=1[NH2:27])=[C:4]([O:5][CH2:6][CH:7]1[CH2:12][CH2:11][CH2:10][CH2:9][NH:8]1)[CH:23]=[CH:24][CH:25]=2)=[O:32])[CH3:35]. (4) The product is: [NH2:41][C:42]1([C:46]2[CH:47]=[CH:48][C:49]([C:52]3[C:53]([C:70]4[CH:75]=[CH:74][CH:73]=[CH:72][CH:71]=4)=[CH:54][C:55]4[N:60]([CH2:61][C:62]5[CH:67]=[CH:66][N:65]=[CH:64][CH:63]=5)[C:59](=[O:68])[CH2:58][O:57][C:56]=4[N:69]=3)=[CH:50][CH:51]=2)[CH2:45][CH2:44][CH2:43]1. Given the reactants N1C=CN=C1CN1C(=O)COC2N=C(C3C=CC(C4(N)CCC4)=CC=3)C(C3C=CC=CC=3)=CC1=2.C(OC(=O)[NH:41][C:42]1([C:46]2[CH:51]=[CH:50][C:49]([C:52]3[C:53]([C:70]4[CH:75]=[CH:74][CH:73]=[CH:72][CH:71]=4)=[CH:54][C:55]4[N:60]([CH2:61][C:62]5[CH:67]=[CH:66][N:65]=[CH:64][CH:63]=5)[C:59](=[O:68])[CH2:58][O:57][C:56]=4[N:69]=3)=[CH:48][CH:47]=2)[CH2:45][CH2:44][CH2:43]1)(C)(C)C, predict the reaction product. (5) Given the reactants [O:1]=[C:2]1[C:6]2([CH2:11][CH2:10][NH:9][CH2:8][CH2:7]2)[N:5]([C:12]2[CH:17]=[CH:16][CH:15]=[CH:14][CH:13]=2)[CH2:4][N:3]1[CH2:18][C:19]1[CH:20]=[C:21]([CH:29]=[CH:30][CH:31]=1)[C:22]([O:24][C:25]([CH3:28])([CH3:27])[CH3:26])=[O:23].Cl[CH2:33][CH2:34][CH2:35][N:36]1[C:44]2[C:39](=[CH:40][CH:41]=[CH:42][CH:43]=2)[C:38]2([CH2:46][CH2:45]2)[C:37]1=[O:47].[I-].[Na+].C(=O)([O-])[O-].[K+].[K+], predict the reaction product. The product is: [O:1]=[C:2]1[C:6]2([CH2:11][CH2:10][N:9]([CH2:33][CH2:34][CH2:35][N:36]3[C:44]4[C:39](=[CH:40][CH:41]=[CH:42][CH:43]=4)[C:38]4([CH2:46][CH2:45]4)[C:37]3=[O:47])[CH2:8][CH2:7]2)[N:5]([C:12]2[CH:13]=[CH:14][CH:15]=[CH:16][CH:17]=2)[CH2:4][N:3]1[CH2:18][C:19]1[CH:20]=[C:21]([CH:29]=[CH:30][CH:31]=1)[C:22]([O:24][C:25]([CH3:28])([CH3:26])[CH3:27])=[O:23]. (6) Given the reactants [CH3:1][O:2][C:3](=[O:12])[CH2:4][C:5]1[CH:10]=[CH:9][C:8]([OH:11])=[CH:7][CH:6]=1.I[CH2:14][CH2:15][CH3:16].C(=O)([O-])[O-].[Cs+].[Cs+].CN(C)C=O, predict the reaction product. The product is: [CH3:1][O:2][C:3](=[O:12])[CH2:4][C:5]1[CH:10]=[CH:9][C:8]([O:11][CH2:14][CH2:15][CH3:16])=[CH:7][CH:6]=1. (7) Given the reactants [F:1][C:2]([F:29])([F:28])[C:3]1[CH:27]=[CH:26][C:6]([CH2:7][N:8]2[C:24](=[O:25])[N:11]3[N:12]=[CH:13][C:14]([C:17]4[CH:22]=[CH:21][C:20]([Cl:23])=[CH:19][CH:18]=4)=[C:15](Cl)[C:10]3=[N:9]2)=[CH:5][CH:4]=1.[C-:30]#[N:31].[K+], predict the reaction product. The product is: [F:29][C:2]([F:28])([F:1])[C:3]1[CH:27]=[CH:26][C:6]([CH2:7][N:8]2[C:24](=[O:25])[N:11]3[N:12]=[CH:13][C:14]([C:17]4[CH:18]=[CH:19][C:20]([Cl:23])=[CH:21][CH:22]=4)=[C:15]([C:30]#[N:31])[C:10]3=[N:9]2)=[CH:5][CH:4]=1. (8) Given the reactants [NH2:1][C:2]1[N:10]=[CH:9][CH:8]=[CH:7][C:3]=1[C:4]([OH:6])=O.ON1C2C=CC=CC=2N=N1.CCN=C=NCCCN(C)C.[CH3:32][C:33]1[CH:47]=[C:46]([CH3:48])[CH:45]=[CH:44][C:34]=1[S:35][C:36]1[CH:43]=[CH:42][C:39]([CH2:40][NH2:41])=[CH:38][CH:37]=1.C(=O)(O)[O-].[Na+], predict the reaction product. The product is: [CH3:32][C:33]1[CH:47]=[C:46]([CH3:48])[CH:45]=[CH:44][C:34]=1[S:35][C:36]1[CH:37]=[CH:38][C:39]([CH2:40][NH:41][C:4](=[O:6])[C:3]2[CH:7]=[CH:8][CH:9]=[N:10][C:2]=2[NH2:1])=[CH:42][CH:43]=1. (9) Given the reactants [F:1][C:2]([F:41])([F:40])[C:3]1[CH:4]=[C:5]([C@@H:13]([NH2:39])[C@@H:14]([NH:16][CH2:17][C:18]2[CH:23]=[C:22]([C:24]([F:27])([F:26])[F:25])[CH:21]=[CH:20][C:19]=2[C:28]2[CH:33]=[C:32]([CH:34]([CH3:36])[CH3:35])[CH:31]=[CH:30][C:29]=2[O:37][CH3:38])[CH3:15])[CH:6]=[C:7]([C:9]([F:12])([F:11])[F:10])[CH:8]=1.C(N(CC)CC)C.C1C=CC(O[C:56](OC2C=CC=CC=2)=[N:57][C:58]#[N:59])=CC=1, predict the reaction product. The product is: [F:1][C:2]([F:40])([F:41])[C:3]1[CH:4]=[C:5]([C@@H:13]2[C@H:14]([CH3:15])[N:16]([CH2:17][C:18]3[CH:23]=[C:22]([C:24]([F:25])([F:26])[F:27])[CH:21]=[CH:20][C:19]=3[C:28]3[CH:33]=[C:32]([CH:34]([CH3:35])[CH3:36])[CH:31]=[CH:30][C:29]=3[O:37][CH3:38])[C:56](=[N:57][C:58]#[N:59])[NH:39]2)[CH:6]=[C:7]([C:9]([F:11])([F:10])[F:12])[CH:8]=1. (10) Given the reactants Cl[C:2]1[N:7]=[C:6]([N:8]2[CH2:13][CH2:12][N:11]([CH3:14])[CH2:10][CH2:9]2)[N:5]=[C:4]([N:15]2[CH2:20][CH2:19][CH:18]([C:21]([NH:23][CH2:24][C:25]3[CH:30]=[CH:29][CH:28]=[CH:27][C:26]=3[C:31]([F:34])([F:33])[F:32])=[O:22])[CH2:17][CH2:16]2)[N:3]=1.[OH-:35].[Na+], predict the reaction product. The product is: [OH:35][C:2]1[N:7]=[C:6]([N:8]2[CH2:13][CH2:12][N:11]([CH3:14])[CH2:10][CH2:9]2)[N:5]=[C:4]([N:15]2[CH2:20][CH2:19][CH:18]([C:21]([NH:23][CH2:24][C:25]3[CH:30]=[CH:29][CH:28]=[CH:27][C:26]=3[C:31]([F:34])([F:33])[F:32])=[O:22])[CH2:17][CH2:16]2)[N:3]=1.